This data is from Full USPTO retrosynthesis dataset with 1.9M reactions from patents (1976-2016). The task is: Predict the reactants needed to synthesize the given product. (1) Given the product [C:1]([O:5][C:6]([N:8]1[CH2:17][CH2:16][C:15]2[C:10](=[CH:11][C:12]([C:20](=[O:21])[N:34]([CH3:35])[CH3:33])=[C:13]([O:18][CH3:19])[CH:14]=2)[CH:9]1[CH2:23][C:24]1[CH:29]=[CH:28][C:27]([Cl:30])=[C:26]([Cl:31])[CH:25]=1)=[O:7])([CH3:2])([CH3:3])[CH3:4], predict the reactants needed to synthesize it. The reactants are: [C:1]([O:5][C:6]([N:8]1[CH2:17][CH2:16][C:15]2[C:10](=[CH:11][C:12]([C:20](O)=[O:21])=[C:13]([O:18][CH3:19])[CH:14]=2)[CH:9]1[CH2:23][C:24]1[CH:29]=[CH:28][C:27]([Cl:30])=[C:26]([Cl:31])[CH:25]=1)=[O:7])([CH3:4])([CH3:3])[CH3:2].Cl.[CH3:33][NH:34][CH3:35].C1C=CC2N(O)N=NC=2C=1.CCN=C=NCCCN(C)C.Cl. (2) Given the product [Cl:25][C:24]1[CH:23]=[N:22][CH:21]=[C:20]([Cl:26])[C:19]=1[NH:18][C:16]([C:10]1[C:9]2[CH:5]([CH2:4][C:1]([NH:27][C:28]3[C:33]([Cl:34])=[CH:32][N:31]=[CH:30][C:29]=3[Cl:35])=[O:3])[CH2:6][O:7][C:8]=2[C:13]([O:14][CH3:15])=[CH:12][CH:11]=1)=[O:17], predict the reactants needed to synthesize it. The reactants are: [C:1]([CH2:4][CH:5]1[C:9]2[C:10]([C:16]([NH:18][C:19]3[C:24]([Cl:25])=[CH:23][N:22]=[CH:21][C:20]=3[Cl:26])=[O:17])=[CH:11][CH:12]=[C:13]([O:14][CH3:15])[C:8]=2[O:7][CH2:6]1)([OH:3])=O.[NH2:27][C:28]1[C:33]([Cl:34])=[CH:32][N:31]=[CH:30][C:29]=1[Cl:35]. (3) Given the product [CH2:19]([O:18][C:12]1[CH:13]=[CH:14][CH:15]=[C:16]([F:17])[C:11]=1[CH:2]1[N:1]([CH2:31][C:23]2[CH:22]=[N:21][C:30]3[C:25]([CH:24]=2)=[CH:26][CH:27]=[CH:28][CH:29]=3)[C:5](=[O:7])[CH:4]([CH3:10])[CH2:3]1)[CH3:20], predict the reactants needed to synthesize it. The reactants are: [NH2:1][CH:2]([C:11]1[C:16]([F:17])=[CH:15][CH:14]=[CH:13][C:12]=1[O:18][CH2:19][CH3:20])[CH2:3][CH:4]([CH3:10])[C:5]([O:7]CC)=O.[N:21]1[C:30]2[C:25](=[CH:26][CH:27]=[CH:28][CH:29]=2)[CH:24]=[C:23]([CH:31]=O)[CH:22]=1. (4) Given the product [Cl:15][C:7]1[CH:8]=[C:9]2[C:4](=[CH:5][CH:6]=1)[N:3]=[C:2]([NH:16][C@H:17]([C:18](=[O:19])[NH:20][C:21]1[NH:25][N:24]=[N:23][N:22]=1)[CH2:26][C:27]1[CH:32]=[CH:31][CH:30]=[CH:29][CH:28]=1)[C:11]([C:12]([OH:14])=[O:13])=[CH:10]2, predict the reactants needed to synthesize it. The reactants are: Cl[C:2]1[C:11]([C:12]([OH:14])=[O:13])=[CH:10][C:9]2[C:4](=[CH:5][CH:6]=[C:7]([Cl:15])[CH:8]=2)[N:3]=1.[NH2:16][C@@H:17]([CH2:26][C:27]1[CH:32]=[CH:31][CH:30]=[CH:29][CH:28]=1)[C:18]([NH:20][C:21]1[NH:25][N:24]=[N:23][N:22]=1)=[O:19]. (5) Given the product [C:18]([O:22][C:23](=[O:32])[NH:24][CH:25]1[CH2:26][CH2:27][CH:28]([NH:31][C:4]([C:3]2[C:2]([Cl:1])=[N:10][CH:9]=[C:8]([F:11])[CH:7]=2)=[O:6])[CH2:29][CH2:30]1)([CH3:21])([CH3:19])[CH3:20], predict the reactants needed to synthesize it. The reactants are: [Cl:1][C:2]1[N:10]=[CH:9][C:8]([F:11])=[CH:7][C:3]=1[C:4]([OH:6])=O.C(Cl)(=O)C(Cl)=O.[C:18]([O:22][C:23](=[O:32])[NH:24][CH:25]1[CH2:30][CH2:29][CH:28]([NH2:31])[CH2:27][CH2:26]1)([CH3:21])([CH3:20])[CH3:19]. (6) Given the product [NH2:11][C:12]([CH3:14])([CH3:13])[C:15]([NH:16][C:17]1[S:18][C:19]([O:29][C:30]2[CH:31]=[CH:32][C:33]([F:36])=[CH:34][CH:35]=2)=[C:20]([C:22]2[CH:23]=[CH:24][C:25]([F:28])=[CH:26][CH:27]=2)[N:21]=1)=[O:37], predict the reactants needed to synthesize it. The reactants are: Br.C(OC(=O)[NH:11][C:12]([C:15](=[O:37])[NH:16][C:17]1[S:18][C:19]([O:29][C:30]2[CH:35]=[CH:34][C:33]([F:36])=[CH:32][CH:31]=2)=[C:20]([C:22]2[CH:27]=[CH:26][C:25]([F:28])=[CH:24][CH:23]=2)[N:21]=1)([CH3:14])[CH3:13])C1C=CC=CC=1.